The task is: Predict which catalyst facilitates the given reaction.. This data is from Catalyst prediction with 721,799 reactions and 888 catalyst types from USPTO. Reactant: [F:1][C:2]([F:19])([F:18])[C:3]([N:5]1[CH2:10][CH2:9][CH:8]([CH2:11][C:12]2[CH:17]=[CH:16][CH:15]=[CH:14][CH:13]=2)[CH2:7][CH2:6]1)=[O:4].[Cl:20][S:21](O)(=[O:23])=[O:22]. Product: [F:19][C:2]([F:1])([F:18])[C:3]([N:5]1[CH2:10][CH2:9][CH:8]([CH2:11][C:12]2[CH:13]=[CH:14][C:15]([S:21]([Cl:20])(=[O:23])=[O:22])=[CH:16][CH:17]=2)[CH2:7][CH2:6]1)=[O:4]. The catalyst class is: 4.